Dataset: Peptide-MHC class I binding affinity with 185,985 pairs from IEDB/IMGT. Task: Regression. Given a peptide amino acid sequence and an MHC pseudo amino acid sequence, predict their binding affinity value. This is MHC class I binding data. (1) The peptide sequence is SRIYQILQPI. The MHC is HLA-B27:05 with pseudo-sequence HLA-B27:05. The binding affinity (normalized) is 0.662. (2) The peptide sequence is FETMVFPAV. The MHC is HLA-B45:06 with pseudo-sequence HLA-B45:06. The binding affinity (normalized) is 0.213. (3) The peptide sequence is YYFSYPLFV. The MHC is HLA-C14:02 with pseudo-sequence HLA-C14:02. The binding affinity (normalized) is 1.00. (4) The peptide sequence is GEGPGINPI. The MHC is HLA-B53:01 with pseudo-sequence HLA-B53:01. The binding affinity (normalized) is 0.213. (5) The peptide sequence is VQGYERIMY. The MHC is HLA-A11:01 with pseudo-sequence HLA-A11:01. The binding affinity (normalized) is 0.0847. (6) The peptide sequence is WPTVRERM. The MHC is HLA-A31:01 with pseudo-sequence HLA-A31:01. The binding affinity (normalized) is 0.208.